Dataset: Reaction yield outcomes from USPTO patents with 853,638 reactions. Task: Predict the reaction yield, written as a fraction of the theoretical maximum amount of product (1.0 means a 100% yield; for example, 0.34 means a 34% yield). (1) The reactants are [C:1]([C:3]1[CH:8]=[CH:7][C:6]([OH:9])=[CH:5][CH:4]=1)#[N:2].C(N(CC)CC)C.[CH2:17](Br)[CH:18]([CH3:20])[CH3:19]. The catalyst is CN(C=O)C.O. The product is [CH2:17]([O:9][C:6]1[CH:7]=[CH:8][C:3]([C:1]#[N:2])=[CH:4][CH:5]=1)[CH:18]([CH3:20])[CH3:19]. The yield is 0.850. (2) The reactants are N.[CH:2]([O:5][N:6]=[C:7]([N:13]1[CH:17]=[N:16][CH:15]=[N:14]1)[C:8](OCC)=O)([CH3:4])[CH3:3].[N:18]1C=CC=CC=1.FC(F)(F)C(OC(=O)C(F)(F)F)=O. The catalyst is CO. The product is [C:8]([C:7]([N:13]1[CH:17]=[N:16][CH:15]=[N:14]1)=[N:6][O:5][CH:2]([CH3:3])[CH3:4])#[N:18]. The yield is 1.00.